From a dataset of Catalyst prediction with 721,799 reactions and 888 catalyst types from USPTO. Predict which catalyst facilitates the given reaction. (1) The catalyst class is: 3. Reactant: [Cl:1][C:2]1[CH:31]=[CH:30][C:5]([C:6]([NH:8][C:9]2[CH:14]=[CH:13][C:12]([CH2:15][NH:16][C:17]3[C:26]4[C:21](=[CH:22][C:23]([CH:27]=[CH2:28])=[CH:24][CH:25]=4)[N:20]=[C:19](Cl)[N:18]=3)=[CH:11][CH:10]=2)=[O:7])=[CH:4][N:3]=1.[ClH:32].[CH3:33][NH:34][CH3:35].O. Product: [Cl:1][C:2]1[CH:31]=[CH:30][C:5]([C:6]([NH:8][C:9]2[CH:14]=[CH:13][C:12]([CH2:15][NH:16][C:17]3[C:26]4[C:21](=[CH:22][C:23]([CH:27]=[CH2:28])=[CH:24][CH:25]=4)[N:20]=[C:19]([N:34]([CH3:35])[CH3:33])[N:18]=3)=[CH:11][CH:10]=2)=[O:7])=[CH:4][N:3]=1.[ClH:32]. (2) Reactant: C(NC(C)C)(C)C.C([Li])CCC.[Br:13][C:14]1[CH:19]=[CH:18][C:17]([F:20])=[C:16]([CH3:21])[CH:15]=1.CN([CH:25]=[O:26])C. Product: [Br:13][C:14]1[CH:15]=[C:16]([CH3:21])[C:17]([F:20])=[C:18]([CH:19]=1)[CH:25]=[O:26]. The catalyst class is: 1. (3) Reactant: [C:1]([O:5][C:6]([NH:8][C@@H:9]([CH2:28][CH:29]=[CH2:30])[C:10](=O)/[CH:11]=[CH:12]/[C:13]1[CH:18]=[CH:17][C:16]([NH:19][C:20](=[O:23])[O:21][CH3:22])=[CH:15][C:14]=1[N+:24]([O-:26])=[O:25])=[O:7])([CH3:4])([CH3:3])[CH3:2].[Br-].C(O[C:35](=[O:43])[CH2:36][N+]1C=CC=CC=1)C.C([O-])(=O)C.[NH4+:48]. Product: [C:1]([O:5][C:6]([NH:8][CH:9]([C:10]1[NH:48][C:35](=[O:43])[CH:36]=[C:12]([C:13]2[CH:18]=[CH:17][C:16]([NH:19][C:20](=[O:23])[O:21][CH3:22])=[CH:15][C:14]=2[N+:24]([O-:26])=[O:25])[CH:11]=1)[CH2:28][CH:29]=[CH2:30])=[O:7])([CH3:4])([CH3:3])[CH3:2]. The catalyst class is: 14. (4) Reactant: Cl.[C:2]([O:5][CH2:6][CH2:7][N:8]([CH2:20][C:21]1[CH:26]=[CH:25][C:24]([CH2:27][N:28]=CC2C=CC=CC=2)=[CH:23][CH:22]=1)[CH2:9][CH2:10][CH2:11][CH2:12][N:13]([CH2:17][CH2:18][CH3:19])[CH2:14][CH2:15][CH3:16])(=[O:4])[CH3:3]. Product: [C:2]([O:5][CH2:6][CH2:7][N:8]([CH2:20][C:21]1[CH:26]=[CH:25][C:24]([CH2:27][NH2:28])=[CH:23][CH:22]=1)[CH2:9][CH2:10][CH2:11][CH2:12][N:13]([CH2:14][CH2:15][CH3:16])[CH2:17][CH2:18][CH3:19])(=[O:4])[CH3:3]. The catalyst class is: 8. (5) Reactant: C([O:5][C:6]([C:8]1[S:9][C:10]([CH2:13][CH2:14][C:15]([O:17][CH2:18][CH3:19])=[O:16])=[CH:11][CH:12]=1)=[O:7])(C)(C)C.FC(F)(F)C(O)=O. Product: [CH2:18]([O:17][C:15]([CH2:14][CH2:13][C:10]1[S:9][C:8]([C:6]([OH:7])=[O:5])=[CH:12][CH:11]=1)=[O:16])[CH3:19]. The catalyst class is: 4. (6) Reactant: [CH3:1][S:2]([O:5][C:6]1[CH:7]=[CH:8][C:9]([NH2:16])=[C:10]([CH:15]=1)[O:11][CH2:12][CH2:13]Br)(=[O:4])=[O:3].C([O-])([O-])=O.[K+].[K+]. Product: [CH3:1][S:2]([O:5][C:6]1[CH:7]=[CH:8][C:9]2[NH:16][CH2:13][CH2:12][O:11][C:10]=2[CH:15]=1)(=[O:4])=[O:3]. The catalyst class is: 39.